From a dataset of Full USPTO retrosynthesis dataset with 1.9M reactions from patents (1976-2016). Predict the reactants needed to synthesize the given product. (1) Given the product [C:22]1([NH:19][C:20](=[O:21])[O:1][C:2]2[CH:11]=[CH:10][C:5]3[CH2:6][O:7][B:8]([OH:9])[C:4]=3[CH:3]=2)[CH:27]=[CH:26][CH:25]=[CH:24][CH:23]=1, predict the reactants needed to synthesize it. The reactants are: [OH:1][C:2]1[CH:11]=[CH:10][C:5]2[CH2:6][O:7][B:8]([OH:9])[C:4]=2[CH:3]=1.C(N(CC)CC)C.[N:19]([C:22]1[CH:27]=[CH:26][CH:25]=[CH:24][CH:23]=1)=[C:20]=[O:21].Cl. (2) The reactants are: C[O:2][C:3](=[O:28])[CH2:4][CH2:5][N:6]1[C:10]2[CH:11]=[CH:12][CH:13]=[CH:14][C:9]=2[N:8]([CH2:15][C:16]2[C:24]3[N:20]([C:21]([CH3:26])=[C:22]([CH3:25])[CH:23]=3)[CH:19]=[CH:18][CH:17]=2)[C:7]1=[O:27].O.[OH-].[Li+]. Given the product [CH3:25][C:22]1[CH:23]=[C:24]2[N:20]([C:21]=1[CH3:26])[CH:19]=[CH:18][CH:17]=[C:16]2[CH2:15][N:8]1[C:9]2[CH:14]=[CH:13][CH:12]=[CH:11][C:10]=2[N:6]([CH2:5][CH2:4][C:3]([OH:28])=[O:2])[C:7]1=[O:27], predict the reactants needed to synthesize it. (3) The reactants are: [CH:1]1([C:4]2[NH:8][C:7]3[CH:9]=[C:10]([C:27]4[C:28]([CH3:33])=[N:29][O:30][C:31]=4[CH3:32])[CH:11]=[C:12]([C:13]([C:21]4C=CC=C[CH:22]=4)([C:15]4C=NC=C[CH:20]=4)O)[C:6]=3[N:5]=2)[CH2:3][CH2:2]1. Given the product [CH:1]1([C:4]2[NH:8][C:7]3[CH:9]=[C:10]([C:27]4[C:28]([CH3:33])=[N:29][O:30][C:31]=4[CH3:32])[CH:11]=[C:12]([CH:13]([CH2:15][CH3:20])[CH2:21][CH3:22])[C:6]=3[N:5]=2)[CH2:3][CH2:2]1, predict the reactants needed to synthesize it. (4) Given the product [N:4]1([CH2:3][CH2:2][NH:1][C:20]([C:22]2[C:23]3[S:31][CH:30]=[C:29]([CH2:32][O:33][C:34]4[CH:39]=[CH:38][C:37]([Br:40])=[CH:36][CH:35]=4)[C:24]=3[C:25]([NH2:28])=[N:26][CH:27]=2)=[O:19])[CH2:9][CH2:8][O:7][CH2:6][CH2:5]1, predict the reactants needed to synthesize it. The reactants are: [NH2:1][CH2:2][CH2:3][N:4]1[CH2:9][CH2:8][O:7][CH2:6][CH2:5]1.S([O-])([O-])(=O)=O.[Na+].[Na+].C([O:19][C:20]([C:22]1[C:23]2[S:31][CH:30]=[C:29]([CH2:32][O:33][C:34]3[CH:39]=[CH:38][C:37]([Br:40])=[CH:36][CH:35]=3)[C:24]=2[C:25]([NH2:28])=[N:26][CH:27]=1)=O)C.[C-]#N.[Na+]. (5) Given the product [N+:20]([C:11]1[CH:12]=[N:13][C:14]2[C:19]([C:10]=1[NH:23][CH2:24][CH2:25][CH2:26][CH2:27][CH2:28][NH:29][C:30](=[O:37])[C:31]1[CH:36]=[CH:35][CH:34]=[CH:33][CH:32]=1)=[CH:18][CH:17]=[CH:16][CH:15]=2)([O-:22])=[O:21], predict the reactants needed to synthesize it. The reactants are: C(N(CC)CC)C.Cl.Cl[C:10]1[C:19]2[C:14](=[CH:15][CH:16]=[CH:17][CH:18]=2)[N:13]=[CH:12][C:11]=1[N+:20]([O-:22])=[O:21].[NH2:23][CH2:24][CH2:25][CH2:26][CH2:27][CH2:28][NH:29][C:30](=[O:37])[C:31]1[CH:36]=[CH:35][CH:34]=[CH:33][CH:32]=1. (6) Given the product [Cl:16][C:17]1[CH:22]=[CH:21][C:20]([CH:23]([NH:34][C:9]([CH2:8][NH:7][C:6](=[O:12])[C:5]2[CH:4]=[CH:3][C:2]([F:1])=[CH:14][CH:13]=2)=[O:11])[C:24]2[CH:29]=[CH:28][CH:27]=[C:26]([C:30]([F:32])([F:33])[F:31])[CH:25]=2)=[CH:19][CH:18]=1, predict the reactants needed to synthesize it. The reactants are: [F:1][C:2]1[CH:14]=[CH:13][C:5]([C:6](=[O:12])[NH:7][CH2:8][C:9]([OH:11])=O)=[CH:4][CH:3]=1.Cl.[Cl:16][C:17]1[CH:22]=[CH:21][C:20]([CH:23]([NH2:34])[C:24]2[CH:29]=[CH:28][CH:27]=[C:26]([C:30]([F:33])([F:32])[F:31])[CH:25]=2)=[CH:19][CH:18]=1. (7) Given the product [Cl:1][C:2]1[CH:19]=[CH:18][C:17]([C@H:20]2[C@H:25]([OH:26])[C@@H:24]([OH:34])[C@H:23]([OH:42])[C@@H:22]([CH2:50][OH:51])[O:21]2)=[CH:16][C:3]=1[CH2:4][C:5]1[N:6]=[N:7][C:8]2[CH:14]=[C:13]([CH3:15])[CH:12]=[CH:11][C:9]=2[N:10]=1, predict the reactants needed to synthesize it. The reactants are: [Cl:1][C:2]1[CH:19]=[CH:18][C:17]([C@H:20]2[C@H:25]([O:26]CC3C=CC=CC=3)[C@@H:24]([O:34]CC3C=CC=CC=3)[C@H:23]([O:42]CC3C=CC=CC=3)[C@@H:22]([CH2:50][O:51]CC3C=CC=CC=3)[O:21]2)=[CH:16][C:3]=1[CH2:4][C:5]1[N:6]=[N:7][C:8]2[CH:14]=[C:13]([CH3:15])[CH:12]=[CH:11][C:9]=2[N:10]=1.[Si](I)(C)(C)C.